This data is from Forward reaction prediction with 1.9M reactions from USPTO patents (1976-2016). The task is: Predict the product of the given reaction. (1) Given the reactants [I:1][CH2:2][C:3]1[N:4]=[C:5]([C:14]2[CH:19]=[CH:18][C:17](C)=[CH:16][CH:15]=2)[O:6][C:7]=1[C:8]1C=CC=CC=1.C/C(/C(C)=O)=N\O.[Br:28]C1C=C(C=CC=1)C=O, predict the reaction product. The product is: [Br:28][C:16]1[CH:15]=[C:14]([C:5]2[O:6][C:7]([CH3:8])=[C:3]([CH2:2][I:1])[N:4]=2)[CH:19]=[CH:18][CH:17]=1. (2) Given the reactants Br[C:2]1[C:11]2[C:6](=[CH:7][C:8]([O:14][CH3:15])=[C:9]([O:12][CH3:13])[CH:10]=2)[N:5]=[N:4][CH:3]=1.[C:16]1([CH:22]2[CH2:26][CH2:25][NH:24][CH2:23]2)[CH:21]=[CH:20][CH:19]=[CH:18][CH:17]=1.CC1(C)C2C=CC=C(P(C3C=CC=CC=3)C3C=CC=CC=3)C=2OC2C1=CC=CC=2P(C1C=CC=CC=1)C1C=CC=CC=1.CC(C)([O-])C.[Na+].Cl, predict the reaction product. The product is: [CH3:13][O:12][C:9]1[CH:10]=[C:11]2[C:6](=[CH:7][C:8]=1[O:14][CH3:15])[N:5]=[N:4][CH:3]=[C:2]2[N:24]1[CH2:25][CH2:26][CH:22]([C:16]2[CH:21]=[CH:20][CH:19]=[CH:18][CH:17]=2)[CH2:23]1. (3) Given the reactants [CH3:1][NH:2][C:3]([NH2:5])=[O:4].[C:6](O)(=[O:11])[CH2:7][C:8](O)=[O:9].C(OC(=O)C)(=O)C, predict the reaction product. The product is: [CH3:1][N:2]1[C:6](=[O:11])[CH2:7][C:8](=[O:9])[NH:5][C:3]1=[O:4]. (4) The product is: [C:1]([C:5]1[CH:6]=[C:7]([CH:11]=[C:12]([S:16]([CH3:19])(=[O:18])=[O:17])[C:13]=1[O:14][CH3:15])[C:8]([Cl:29])=[O:9])([CH3:4])([CH3:3])[CH3:2]. Given the reactants [C:1]([C:5]1[CH:6]=[C:7]([CH:11]=[C:12]([S:16]([CH3:19])(=[O:18])=[O:17])[C:13]=1[O:14][CH3:15])[C:8](O)=[O:9])([CH3:4])([CH3:3])[CH3:2].C1(C)C=CC=CC=1.S(Cl)([Cl:29])=O, predict the reaction product. (5) Given the reactants C(OC([N:8]([CH2:21][C@@H:22]1[C@@H:26]([C:27]2[CH:32]=[CH:31][CH:30]=[CH:29][CH:28]=2)[CH2:25][N:24]([C:33](=[O:39])[CH2:34][CH2:35][C:36]([OH:38])=[O:37])[CH2:23]1)[C@@H:9]([C:11]1[C:20]2[C:15](=[CH:16][CH:17]=[CH:18][CH:19]=2)[CH:14]=[CH:13][CH:12]=1)[CH3:10])=O)(C)(C)C.[ClH:40].C(OCC)(=O)C, predict the reaction product. The product is: [ClH:40].[C:11]1([C@H:9]([NH:8][CH2:21][C@@H:22]2[C@@H:26]([C:27]3[CH:32]=[CH:31][CH:30]=[CH:29][CH:28]=3)[CH2:25][N:24]([C:33](=[O:39])[CH2:34][CH2:35][C:36]([OH:38])=[O:37])[CH2:23]2)[CH3:10])[C:20]2[C:15](=[CH:16][CH:17]=[CH:18][CH:19]=2)[CH:14]=[CH:13][CH:12]=1.